This data is from Forward reaction prediction with 1.9M reactions from USPTO patents (1976-2016). The task is: Predict the product of the given reaction. (1) Given the reactants [NH:1]1[CH2:6][CH2:5][CH2:4][CH2:3][CH2:2]1.[C:7]([O:11][C:12]([N:14]1[CH2:18][CH:17]([CH2:19][C:20](O)=[O:21])[CH2:16][C@@H:15]1[C@H:23]1[O:27][C:26]([CH3:29])([CH3:28])[N:25]([C:30](=[O:32])[CH3:31])[C@H:24]1[CH2:33][C:34]1[CH:39]=[C:38]([F:40])[CH:37]=[C:36]([F:41])[CH:35]=1)=[O:13])([CH3:10])([CH3:9])[CH3:8].F[P-](F)(F)(F)(F)F.Br[P+](N1CCCC1)(N1CCCC1)N1CCCC1.CN(C1C=CC=CN=1)C.C(N(CC)CC)C, predict the reaction product. The product is: [C:7]([O:11][C:12]([N:14]1[CH2:18][CH:17]([CH2:19][C:20](=[O:21])[N:1]2[CH2:6][CH2:5][CH2:4][CH2:3][CH2:2]2)[CH2:16][C@@H:15]1[C@H:23]1[O:27][C:26]([CH3:29])([CH3:28])[N:25]([C:30](=[O:32])[CH3:31])[C@H:24]1[CH2:33][C:34]1[CH:35]=[C:36]([F:41])[CH:37]=[C:38]([F:40])[CH:39]=1)=[O:13])([CH3:8])([CH3:9])[CH3:10]. (2) The product is: [CH2:1]([O:3][C:4]([C:6]1[C:10]([CH2:11][CH2:12][CH2:13][N:14]([CH3:16])[CH3:15])=[C:9]([CH:26]=[O:27])[NH:8][C:7]=1[CH3:17])=[O:5])[CH3:2]. Given the reactants [CH2:1]([O:3][C:4]([C:6]1[C:10]([CH2:11][CH2:12][CH2:13][N:14]([CH3:16])[CH3:15])=[CH:9][NH:8][C:7]=1[CH3:17])=[O:5])[CH3:2].O=P(Cl)(Cl)Cl.CN([CH:26]=[O:27])C, predict the reaction product. (3) The product is: [CH3:22][C:7]1[CH:8]=[C:9]([O:12][CH2:13][CH2:14][C@H:15]([O:17][C:32]2[CH:33]=[CH:34][C:35]3[C:40](=[CH:39][CH:38]=[CH:37][CH:36]=3)[C:31]=2[O:24][C:25]2[CH:26]=[CH:27][CH:28]=[CH:29][CH:30]=2)[CH3:16])[CH:10]=[CH:11][C:6]=1[CH2:5][CH2:4][C:3]([OH:2])=[O:23]. Given the reactants C[O:2][C:3](=[O:23])[CH2:4][CH2:5][C:6]1[CH:11]=[CH:10][C:9]([O:12][CH2:13][CH2:14][C@@H:15]([O:17]S(C)(=O)=O)[CH3:16])=[CH:8][C:7]=1[CH3:22].[O:24]([C:31]1[C:40]2[C:35](=[CH:36][CH:37]=[CH:38][CH:39]=2)[CH:34]=[CH:33][C:32]=1O)[C:25]1[CH:30]=[CH:29][CH:28]=[CH:27][CH:26]=1, predict the reaction product.